From a dataset of NCI-60 drug combinations with 297,098 pairs across 59 cell lines. Regression. Given two drug SMILES strings and cell line genomic features, predict the synergy score measuring deviation from expected non-interaction effect. (1) Drug 1: CC=C1C(=O)NC(C(=O)OC2CC(=O)NC(C(=O)NC(CSSCCC=C2)C(=O)N1)C(C)C)C(C)C. Drug 2: CC12CCC3C(C1CCC2O)C(CC4=C3C=CC(=C4)O)CCCCCCCCCS(=O)CCCC(C(F)(F)F)(F)F. Cell line: SK-MEL-5. Synergy scores: CSS=54.8, Synergy_ZIP=3.44, Synergy_Bliss=4.24, Synergy_Loewe=-6.28, Synergy_HSA=6.87. (2) Drug 1: C1CCC(C1)C(CC#N)N2C=C(C=N2)C3=C4C=CNC4=NC=N3. Drug 2: C1=CC(=C2C(=C1NCCNCCO)C(=O)C3=C(C=CC(=C3C2=O)O)O)NCCNCCO. Cell line: A498. Synergy scores: CSS=39.1, Synergy_ZIP=6.01, Synergy_Bliss=8.53, Synergy_Loewe=-17.2, Synergy_HSA=8.47. (3) Drug 1: C1=C(C(=O)NC(=O)N1)F. Drug 2: COCCOC1=C(C=C2C(=C1)C(=NC=N2)NC3=CC=CC(=C3)C#C)OCCOC.Cl. Cell line: SNB-19. Synergy scores: CSS=33.5, Synergy_ZIP=2.07, Synergy_Bliss=3.75, Synergy_Loewe=4.94, Synergy_HSA=5.53. (4) Drug 1: C1CN1C2=NC(=NC(=N2)N3CC3)N4CC4. Drug 2: C1C(C(OC1N2C=NC3=C2NC=NCC3O)CO)O. Cell line: NCI-H460. Synergy scores: CSS=54.4, Synergy_ZIP=3.63, Synergy_Bliss=2.89, Synergy_Loewe=-9.97, Synergy_HSA=2.80. (5) Drug 2: CC1C(C(CC(O1)OC2CC(CC3=C2C(=C4C(=C3O)C(=O)C5=C(C4=O)C(=CC=C5)OC)O)(C(=O)C)O)N)O.Cl. Cell line: 786-0. Drug 1: CC(C1=C(C=CC(=C1Cl)F)Cl)OC2=C(N=CC(=C2)C3=CN(N=C3)C4CCNCC4)N. Synergy scores: CSS=48.4, Synergy_ZIP=16.2, Synergy_Bliss=19.0, Synergy_Loewe=9.86, Synergy_HSA=18.8. (6) Drug 1: C1CC(=O)NC(=O)C1N2CC3=C(C2=O)C=CC=C3N. Drug 2: C1=CC(=CC=C1C#N)C(C2=CC=C(C=C2)C#N)N3C=NC=N3. Cell line: RXF 393. Synergy scores: CSS=-0.251, Synergy_ZIP=-1.99, Synergy_Bliss=-3.62, Synergy_Loewe=-1.69, Synergy_HSA=-2.10.